This data is from Forward reaction prediction with 1.9M reactions from USPTO patents (1976-2016). The task is: Predict the product of the given reaction. (1) Given the reactants [CH:1]1[CH:2]=[CH:3][C:4]([NH:11][C:12]2[C:13]([Cl:19])=[CH:14][CH:15]=[CH:16][C:17]=2[Cl:18])=[C:5]([CH2:7][C:8]([OH:10])=[O:9])[CH:6]=1.[OH-].[Na+].O.O.O.O.O.O.[Cl-].[Sr+2:29].[Cl-], predict the reaction product. The product is: [Sr:29].[CH:1]1[CH:2]=[CH:3][C:4]([NH:11][C:12]2[C:17]([Cl:18])=[CH:16][CH:15]=[CH:14][C:13]=2[Cl:19])=[C:5]([CH2:7][C:8]([OH:10])=[O:9])[CH:6]=1. (2) Given the reactants [C:1]([CH2:3][C:4]([N:6]1[CH2:10][CH2:9][CH2:8][C@@H:7]1[CH2:11][N:12]1[C:16]2[CH:17]=[C:18]([CH:21]=O)[CH:19]=[CH:20][C:15]=2[N:14]=[C:13]1[NH:23][C:24]([C:26]1[S:27][C:28]([CH:31]([F:33])[F:32])=[CH:29][CH:30]=1)=[O:25])=[O:5])#[N:2].[BH3-][C:35]#[N:36].[Na+], predict the reaction product. The product is: [C:1]([CH2:3][C:4]([N:6]1[CH2:10][CH2:9][CH2:8][C@@H:7]1[CH2:11][N:12]1[C:16]2[CH:17]=[C:18]([CH2:21][NH:36][CH2:35][C:18]([CH3:21])([CH3:19])[CH3:17])[CH:19]=[CH:20][C:15]=2[N:14]=[C:13]1[NH:23][C:24]([C:26]1[S:27][C:28]([CH:31]([F:32])[F:33])=[CH:29][CH:30]=1)=[O:25])=[O:5])#[N:2]. (3) Given the reactants [Cl:1][C:2]1[CH:3]=[CH:4][C:5]([C:25]#[N:26])=[C:6]([C:8]2[CH:13]=[CH:12][N:11]([CH:14]([CH2:22][CH3:23])[C:15]([O:17]C(C)(C)C)=[O:16])[C:10](=[O:24])[CH:9]=2)[CH:7]=1.C(O)(C(F)(F)F)=O, predict the reaction product. The product is: [Cl:1][C:2]1[CH:3]=[CH:4][C:5]([C:25]#[N:26])=[C:6]([C:8]2[CH:13]=[CH:12][N:11]([CH:14]([CH2:22][CH3:23])[C:15]([OH:17])=[O:16])[C:10](=[O:24])[CH:9]=2)[CH:7]=1. (4) Given the reactants [Cl:1][C:2]1[CH:7]=[CH:6][C:5]([C:8]([C:11]2[C:12]([CH2:17][N:18]([CH2:25][C:26]3[C:31]([CH3:32])=[CH:30][C:29]([CH3:33])=[CH:28][N:27]=3)[CH:19]3[CH2:24][CH2:23][NH:22][CH2:21][CH2:20]3)=[N:13][CH:14]=[CH:15][CH:16]=2)([CH3:10])[CH3:9])=[CH:4][CH:3]=1.CCN(C(C)C)C(C)C.[NH:43]1[CH:47]=[CH:46][N:45]=[C:44]1[NH:48][C:49](N1C=CN=C1)=[O:50], predict the reaction product. The product is: [NH:43]1[CH:47]=[CH:46][N:45]=[C:44]1[NH:48][C:49]([N:22]1[CH2:21][CH2:20][CH:19]([N:18]([CH2:17][C:12]2[C:11]([C:8]([C:5]3[CH:6]=[CH:7][C:2]([Cl:1])=[CH:3][CH:4]=3)([CH3:9])[CH3:10])=[CH:16][CH:15]=[CH:14][N:13]=2)[CH2:25][C:26]2[C:31]([CH3:32])=[CH:30][C:29]([CH3:33])=[CH:28][N:27]=2)[CH2:24][CH2:23]1)=[O:50]. (5) Given the reactants [F:1][C:2]1[CH:7]=[C:6]([N:8]2[CH:13]=[CH:12][CH:11]=[CH:10][C:9]2=[O:14])[CH:5]=[CH:4][C:3]=1[CH:15]([N:19]1[CH:24]=[CH:23][CH:22]=[C:21]([N+:25]([O-])=O)[C:20]1=[O:28])[C:16]([NH2:18])=[O:17], predict the reaction product. The product is: [NH2:25][C:21]1[C:20](=[O:28])[N:19]([CH:15]([C:3]2[CH:4]=[CH:5][C:6]([N:8]3[CH:13]=[CH:12][CH:11]=[CH:10][C:9]3=[O:14])=[CH:7][C:2]=2[F:1])[C:16]([NH2:18])=[O:17])[CH:24]=[CH:23][CH:22]=1. (6) Given the reactants [CH2:1]([C:3]1[C:4]([F:11])=[C:5]([CH:8]=[CH:9][CH:10]=1)C=O)[CH3:2].C([C:14](=[O:18])[C:15]([O-:17])=[O:16])C.[OH-].[Na+], predict the reaction product. The product is: [O:18]=[C:14](/[CH:2]=[CH:1]/[C:3]1[CH:10]=[CH:9][CH:8]=[CH:5][C:4]=1[F:11])[C:15]([OH:17])=[O:16]. (7) Given the reactants [F:1][C:2]1[C:7]([F:8])=[C:6]([F:9])[CH:5]=[CH:4][C:3]=1[NH:10][NH2:11].[I:12][C:13]1[CH:18]=[CH:17][N:16]=[C:15](F)[C:14]=1[CH:20]=O, predict the reaction product. The product is: [I:12][C:13]1[CH:18]=[CH:17][N:16]=[C:15]2[N:10]([C:3]3[CH:4]=[CH:5][C:6]([F:9])=[C:7]([F:8])[C:2]=3[F:1])[N:11]=[CH:20][C:14]=12. (8) Given the reactants [H-].[Na+].[Si]([O:10][CH2:11][CH2:12][N:13]1[CH2:17][CH2:16][CH2:15][CH:14]1[C:18]1[CH:23]=[CH:22][C:21]([CH2:24][CH2:25][N:26]2[CH:31]=[CH:30][C:29]([O:32][CH2:33][C:34]3[CH:39]=[CH:38][C:37]([F:40])=[CH:36][CH:35]=3)=[CH:28][C:27]2=[O:41])=[CH:20][CH:19]=1)(C(C)(C)C)(C)C.CI.[C:44](=O)([O-])O.[Na+], predict the reaction product. The product is: [F:40][C:37]1[CH:38]=[CH:39][C:34]([CH2:33][O:32][C:29]2[CH:30]=[CH:31][N:26]([CH2:25][CH2:24][C:21]3[CH:20]=[CH:19][C:18]([CH:14]4[CH2:15][CH2:16][CH2:17][N:13]4[CH2:12][CH2:11][O:10][CH3:44])=[CH:23][CH:22]=3)[C:27](=[O:41])[CH:28]=2)=[CH:35][CH:36]=1. (9) Given the reactants [O:1]1[CH2:5][C@@H:4]([OH:6])[C@H:3]2[O:7][CH2:8][C@@H:9]([OH:10])[C@@H:2]12.N12CCCN=C1CCCCC2.[Cl:22][C:23]1[CH:24]=[C:25]2[N:32]=[C:31](S(C)(=O)=O)[N:30]([CH2:37][O:38][CH2:39][CH2:40][Si:41]([CH3:44])([CH3:43])[CH3:42])[C:26]2=[N:27][C:28]=1[I:29], predict the reaction product. The product is: [Cl:22][C:23]1[CH:24]=[C:25]2[N:32]=[C:31]([O:6][C@H:4]3[C@H:3]4[O:7][CH2:8][C@@H:9]([OH:10])[C@H:2]4[O:1][CH2:5]3)[N:30]([CH2:37][O:38][CH2:39][CH2:40][Si:41]([CH3:44])([CH3:43])[CH3:42])[C:26]2=[N:27][C:28]=1[I:29]. (10) The product is: [Cl:1][C:2]1[CH:3]=[CH:4][C:5]2[S:9][C:8](=[O:10])[N:7]3[C:6]=2[C:16]=1[C:13](=[O:15])[CH2:12][CH2:11]3. Given the reactants [Cl:1][C:2]1[CH:3]=[CH:4][C:5]2[S:9][C:8](=[O:10])[N:7]([CH2:11][CH2:12][C:13]([OH:15])=O)[C:6]=2[CH:16]=1.C(Cl)(=O)C(Cl)=O.[Cl-].[Al+3].[Cl-].[Cl-].O, predict the reaction product.